Regression. Given a peptide amino acid sequence and an MHC pseudo amino acid sequence, predict their binding affinity value. This is MHC class I binding data. From a dataset of Peptide-MHC class I binding affinity with 185,985 pairs from IEDB/IMGT. (1) The peptide sequence is ATCALVSDCA. The MHC is HLA-A02:02 with pseudo-sequence HLA-A02:02. The binding affinity (normalized) is 0.0337. (2) The peptide sequence is FAFVTDNTY. The MHC is Patr-B0101 with pseudo-sequence Patr-B0101. The binding affinity (normalized) is 0.121. (3) The peptide sequence is RLEDVFAGK. The MHC is HLA-A02:01 with pseudo-sequence HLA-A02:01. The binding affinity (normalized) is 0.0847. (4) The peptide sequence is TAIAKCNLDH. The MHC is HLA-A68:01 with pseudo-sequence HLA-A68:01. The binding affinity (normalized) is 0.181.